Task: Regression. Given a peptide amino acid sequence and an MHC pseudo amino acid sequence, predict their binding affinity value. This is MHC class II binding data.. Dataset: Peptide-MHC class II binding affinity with 134,281 pairs from IEDB (1) The peptide sequence is ARARRAALAAAGASR. The MHC is DRB1_1501 with pseudo-sequence DRB1_1501. The binding affinity (normalized) is 0.103. (2) The peptide sequence is DPYILLVSSKVSTVK. The MHC is DRB5_0101 with pseudo-sequence DRB5_0101. The binding affinity (normalized) is 0.526. (3) The peptide sequence is TRRKLLLIFDALILL. The MHC is DRB1_0405 with pseudo-sequence DRB1_0405. The binding affinity (normalized) is 0.669. (4) The peptide sequence is QMSIQLINKAVNALI. The MHC is DRB1_0701 with pseudo-sequence DRB1_0701. The binding affinity (normalized) is 0.987. (5) The peptide sequence is MGTVTTEVALGLVCA. The MHC is DRB1_0101 with pseudo-sequence DRB1_0101. The binding affinity (normalized) is 0.625. (6) The peptide sequence is SGIAFGSMAKKGDEQ. The MHC is DRB1_0901 with pseudo-sequence DRB1_0901. The binding affinity (normalized) is 0.318. (7) The peptide sequence is IAPIMFSNKMARLGK. The MHC is DRB1_1302 with pseudo-sequence DRB1_1302. The binding affinity (normalized) is 0.599. (8) The MHC is DRB4_0103 with pseudo-sequence DRB4_0103. The peptide sequence is TISVFLHSEEGSRAY. The binding affinity (normalized) is 0.302. (9) The peptide sequence is TDIAEMGANLCVERV. The MHC is DRB5_0101 with pseudo-sequence DRB5_0101. The binding affinity (normalized) is 0.